Dataset: Peptide-MHC class II binding affinity with 134,281 pairs from IEDB. Task: Regression. Given a peptide amino acid sequence and an MHC pseudo amino acid sequence, predict their binding affinity value. This is MHC class II binding data. (1) The peptide sequence is VFTSVGKAVHQVFGGAFR. The MHC is DRB1_0405 with pseudo-sequence DRB1_0405. The binding affinity (normalized) is 0. (2) The peptide sequence is FHYRAISTRYTLD. The MHC is DRB1_0301 with pseudo-sequence DRB1_0301. The binding affinity (normalized) is 0.154. (3) The peptide sequence is KLAQRRVFHGVAKNP. The MHC is DRB1_0701 with pseudo-sequence DRB1_0701. The binding affinity (normalized) is 0.321. (4) The peptide sequence is NKAGVRIYVDIVLNH. The MHC is HLA-DPA10301-DPB10402 with pseudo-sequence HLA-DPA10301-DPB10402. The binding affinity (normalized) is 0.333.